This data is from Catalyst prediction with 721,799 reactions and 888 catalyst types from USPTO. The task is: Predict which catalyst facilitates the given reaction. (1) Reactant: O[CH2:2][C:3]1[CH:7]=[C:6]([CH2:8][NH:9][C:10]2[N:15]=[C:14]([NH:16][C:17]3[NH:21][N:20]=[C:19]([CH2:22][CH2:23][C:24]4[CH:25]=[C:26]([OH:30])[CH:27]=[CH:28][CH:29]=4)[CH:18]=3)[CH:13]=[CH:12][N:11]=2)[O:5][N:4]=1.S(Cl)(Cl)=O.[CH3:35][NH:36][CH3:37]. Product: [CH3:35][N:36]([CH2:2][C:3]1[CH:7]=[C:6]([CH2:8][NH:9][C:10]2[N:15]=[C:14]([NH:16][C:17]3[NH:21][N:20]=[C:19]([CH2:22][CH2:23][C:24]4[CH:25]=[C:26]([OH:30])[CH:27]=[CH:28][CH:29]=4)[CH:18]=3)[CH:13]=[CH:12][N:11]=2)[O:5][N:4]=1)[CH3:37]. The catalyst class is: 168. (2) Reactant: [Cl:1][C:2]1[CH:3]=[C:4]([CH:18]=[CH:19][C:20]=1[F:21])[CH2:5][C:6]1[CH:7]=[N:8][C:9]2[N:10]([N:12]=[CH:13][C:14]=2[C:15]([OH:17])=O)[CH:11]=1.[NH2:22][CH2:23][C:24]1[N:29]=[C:28]([CH2:30][OH:31])[CH:27]=[CH:26][CH:25]=1.CN(C(ON1N=NC2C=CC=CC1=2)=[N+](C)C)C.[B-](F)(F)(F)F.C(N(CC)CC)C. Product: [Cl:1][C:2]1[CH:3]=[C:4]([CH:18]=[CH:19][C:20]=1[F:21])[CH2:5][C:6]1[CH:7]=[N:8][C:9]2[N:10]([N:12]=[CH:13][C:14]=2[C:15]([NH:22][CH2:23][C:24]2[CH:25]=[CH:26][CH:27]=[C:28]([CH2:30][OH:31])[N:29]=2)=[O:17])[CH:11]=1. The catalyst class is: 3. (3) Reactant: Cl.[CH3:2][CH:3]([CH3:7])[C:4](=[NH:6])[NH2:5].[Cl:8][C:9](Cl)(Cl)[S:10]Cl.[OH-].[Na+]. Product: [Cl:8][C:9]1[S:10][N:5]=[C:4]([CH:3]([CH3:7])[CH3:2])[N:6]=1. The catalyst class is: 2. (4) Reactant: [NH2:1][C:2]1[CH:3]=[CH:4][C:5]([S:12](=[O:25])(=[O:24])[NH:13][C:14]2[CH:15]=[CH:16][C:17]3[CH2:21][O:20][B:19]([OH:22])[C:18]=3[CH:23]=2)=[C:6]([CH2:8][C:9]([OH:11])=O)[CH:7]=1.[CH:26]1([NH2:32])[CH2:31][CH2:30][CH2:29][CH2:28][CH2:27]1.C1CN([P+](ON2N=NC3C=CC=CC2=3)(N2CCCC2)N2CCCC2)CC1.F[P-](F)(F)(F)(F)F.C(N(CC)CC)C. Product: [NH2:1][C:2]1[CH:3]=[CH:4][C:5]([S:12](=[O:24])(=[O:25])[NH:13][C:14]2[CH:15]=[CH:16][C:17]3[CH2:21][O:20][B:19]([OH:22])[C:18]=3[CH:23]=2)=[C:6]([CH2:8][C:9]([NH:32][CH:26]2[CH2:31][CH2:30][CH2:29][CH2:28][CH2:27]2)=[O:11])[CH:7]=1. The catalyst class is: 31. (5) Reactant: Cl.[NH2:2][C@:3]12[CH2:38][CH2:37][C@@H:36]([C:39]3([CH3:42])[CH2:41][CH2:40]3)[C@@H:4]1[C@@H:5]1[C@@:18]([CH3:21])([CH2:19][CH2:20]2)[C@@:17]2([CH3:22])[C@@H:8]([C@:9]3([CH3:35])[C@@H:14]([CH2:15][CH2:16]2)[C:13]([CH3:24])([CH3:23])[C:12]([C:25]2[CH:34]=[CH:33][C:28]([C:29]([O:31]C)=[O:30])=[CH:27][CH:26]=2)=[CH:11][CH2:10]3)[CH2:7][CH2:6]1.O.[OH-].[Li+].CO. Product: [NH2:2][C@:3]12[CH2:38][CH2:37][C@@H:36]([C:39]3([CH3:42])[CH2:40][CH2:41]3)[C@@H:4]1[C@@H:5]1[C@@:18]([CH3:21])([CH2:19][CH2:20]2)[C@@:17]2([CH3:22])[C@@H:8]([C@:9]3([CH3:35])[C@@H:14]([CH2:15][CH2:16]2)[C:13]([CH3:23])([CH3:24])[C:12]([C:25]2[CH:26]=[CH:27][C:28]([C:29]([OH:31])=[O:30])=[CH:33][CH:34]=2)=[CH:11][CH2:10]3)[CH2:7][CH2:6]1. The catalyst class is: 1. (6) Reactant: Cl.[C:2](Cl)(=[O:9])[C:3]1[CH:8]=[CH:7][CH:6]=[N:5][CH:4]=1.[NH2:11][C:12]([CH3:32])([CH3:31])[CH2:13][C:14]1[N:15]([CH2:28][CH2:29][CH3:30])[N:16]=[C:17]2[C:26]=1[C:25]1[CH:24]=[CH:23][CH:22]=[CH:21][C:20]=1[N:19]=[C:18]2[NH2:27].C(N(CC)CC)C. Product: [NH2:27][C:18]1[C:17]2=[N:16][N:15]([CH2:28][CH2:29][CH3:30])[C:14]([CH2:13][C:12]([NH:11][C:2](=[O:9])[C:3]3[CH:8]=[CH:7][CH:6]=[N:5][CH:4]=3)([CH3:32])[CH3:31])=[C:26]2[C:25]2[CH:24]=[CH:23][CH:22]=[CH:21][C:20]=2[N:19]=1. The catalyst class is: 4.